This data is from Catalyst prediction with 721,799 reactions and 888 catalyst types from USPTO. The task is: Predict which catalyst facilitates the given reaction. (1) Reactant: FC(F)(F)S(O[C:7]1[CH:8]=[C:9]([CH:13]([CH3:18])[C:14]([O:16][CH3:17])=[O:15])[CH:10]=[CH:11][CH:12]=1)(=O)=O.[CH3:21][O:22][C:23]1[CH:24]=[C:25]([CH:27]=[C:28]([C:30]([F:33])([F:32])[F:31])[CH:29]=1)[NH2:26].CC1(C)C2C(=C(P(C3C=CC=CC=3)C3C=CC=CC=3)C=CC=2)OC2C(P(C3C=CC=CC=3)C3C=CC=CC=3)=CC=CC1=2.[O-]P([O-])([O-])=O.[K+].[K+].[K+]. Product: [CH3:21][O:22][C:23]1[CH:24]=[C:25]([NH:26][C:7]2[CH:8]=[C:9]([CH:13]([CH3:18])[C:14]([O:16][CH3:17])=[O:15])[CH:10]=[CH:11][CH:12]=2)[CH:27]=[C:28]([C:30]([F:31])([F:33])[F:32])[CH:29]=1. The catalyst class is: 101. (2) Reactant: [CH3:1][O:2][C:3]([C:5]1[CH:9]=[C:8]([C:10]2[CH:15]=[CH:14][C:13]([Cl:16])=[C:12]([CH3:17])[CH:11]=2)[NH:7][N:6]=1)=[O:4].[H-].[Na+].[CH3:20][C:21]1[CH:28]=[CH:27][C:24]([CH2:25]Br)=[CH:23][CH:22]=1. Product: [CH3:1][O:2][C:3]([C:5]1[CH:9]=[C:8]([C:10]2[CH:15]=[CH:14][C:13]([Cl:16])=[C:12]([CH3:17])[CH:11]=2)[N:7]([CH2:20][C:21]2[CH:28]=[CH:27][C:24]([CH3:25])=[CH:23][CH:22]=2)[N:6]=1)=[O:4]. The catalyst class is: 11. (3) Reactant: C1(P(C2C=CC=CC=2)C2C=CC3C(=CC=CC=3)C=2C2C3C(=CC=CC=3)C=CC=2P(C2C=CC=CC=2)C2C=CC=CC=2)C=CC=CC=1.[CH3:47][O:48][C:49]([C:51]1[N:52]([CH2:69][C:70]2[CH:75]=[CH:74][C:73]([C:76]([O:78][C:79]([CH3:82])([CH3:81])[CH3:80])=[O:77])=[CH:72][CH:71]=2)[C:53](=[O:68])[C:54]2[C:59]([C:60]=1[C:61]1[CH:66]=[CH:65][CH:64]=[CH:63][CH:62]=1)=[CH:58][C:57](Br)=[CH:56][CH:55]=2)=[O:50].[CH3:83][C:84]1[O:88][N:87]=[C:86]([C:89]2[CH:94]=[CH:93][CH:92]=[CH:91][CH:90]=2)[C:85]=1[C:95]1[CH:100]=[CH:99][N:98]=[C:97]([NH2:101])[N:96]=1.CC(C)([O-])C.[Na+]. Product: [CH3:47][O:48][C:49]([C:51]1[N:52]([CH2:69][C:70]2[CH:75]=[CH:74][C:73]([C:76]([O:78][C:79]([CH3:82])([CH3:81])[CH3:80])=[O:77])=[CH:72][CH:71]=2)[C:53](=[O:68])[C:54]2[C:59]([C:60]=1[C:61]1[CH:66]=[CH:65][CH:64]=[CH:63][CH:62]=1)=[CH:58][C:57]([NH:101][C:97]1[N:96]=[C:95]([C:85]3[C:86]([C:89]4[CH:90]=[CH:91][CH:92]=[CH:93][CH:94]=4)=[N:87][O:88][C:84]=3[CH3:83])[CH:100]=[CH:99][N:98]=1)=[CH:56][CH:55]=2)=[O:50]. The catalyst class is: 706.